From a dataset of Reaction yield outcomes from USPTO patents with 853,638 reactions. Predict the reaction yield, written as a fraction of the theoretical maximum amount of product (1.0 means a 100% yield; for example, 0.34 means a 34% yield). The reactants are [C:1]1([CH3:15])[CH:6]=[CH:5][CH:4]=[CH:3][C:2]=1[C:7]1[N:12]=[CH:11][C:10]([CH2:13]O)=[CH:9][CH:8]=1.[BrH:16]. The product is [BrH:16].[Br:16][CH2:13][C:10]1[CH:9]=[CH:8][C:7]([C:2]2[CH:3]=[CH:4][CH:5]=[CH:6][C:1]=2[CH3:15])=[N:12][CH:11]=1. No catalyst specified. The yield is 0.950.